This data is from Full USPTO retrosynthesis dataset with 1.9M reactions from patents (1976-2016). The task is: Predict the reactants needed to synthesize the given product. (1) Given the product [Cl:1][C:2]1[CH:3]=[C:4]2[C:8](=[CH:9][CH:10]=1)[NH:7][C:6]([C:11]1[CH:12]=[CH:13][C:14]([Cl:17])=[CH:15][CH:16]=1)=[C:5]2[CH2:18][CH2:19][C:20]([N:34]1[CH2:33][CH2:32][N:31]([C:26]2[CH:27]=[CH:28][CH:29]=[CH:30][C:25]=2[O:24][CH3:23])[CH2:36][CH2:35]1)=[O:21], predict the reactants needed to synthesize it. The reactants are: [Cl:1][C:2]1[CH:3]=[C:4]2[C:8](=[CH:9][CH:10]=1)[NH:7][C:6]([C:11]1[CH:16]=[CH:15][C:14]([Cl:17])=[CH:13][CH:12]=1)=[C:5]2[CH2:18][CH2:19][C:20](O)=[O:21].[CH3:23][O:24][C:25]1[CH:30]=[CH:29][CH:28]=[CH:27][C:26]=1[N:31]1[CH2:36][CH2:35][NH:34][CH2:33][CH2:32]1. (2) Given the product [F:1][C:2]1[CH:3]=[CH:4][C:5](/[CH:6]=[CH:7]/[C:8]([N:31]2[CH2:32][CH2:33][N:28]3[C:27](=[O:34])[O:26][C:25]([C:35]4[CH:36]=[CH:37][CH:38]=[CH:39][CH:40]=4)([C:19]4[CH:24]=[CH:23][CH:22]=[CH:21][CH:20]=4)[CH:29]3[CH2:30]2)=[O:10])=[CH:11][CH:12]=1, predict the reactants needed to synthesize it. The reactants are: [F:1][C:2]1[CH:12]=[CH:11][C:5]([CH:6]=[CH:7][C:8]([OH:10])=O)=[CH:4][CH:3]=1.C(Cl)(=O)C(Cl)=O.[C:19]1([C:25]2([C:35]3[CH:40]=[CH:39][CH:38]=[CH:37][CH:36]=3)[CH:29]3[CH2:30][NH:31][CH2:32][CH2:33][N:28]3[C:27](=[O:34])[O:26]2)[CH:24]=[CH:23][CH:22]=[CH:21][CH:20]=1.C(=O)([O-])O.[Na+]. (3) Given the product [CH3:41][N:8]([CH2:9][CH2:10][N:11]([CH3:12])[CH2:13][C:14]1[C:15]([CH:25]2[CH2:30][CH2:29][NH:28][CH2:27][CH2:26]2)=[N:16][N:17]([CH:19]2[CH2:24][CH2:23][CH2:22][CH2:21][O:20]2)[CH:18]=1)[C:6](=[O:7])[O:5][C:1]([CH3:4])([CH3:3])[CH3:2], predict the reactants needed to synthesize it. The reactants are: [C:1]([O:5][C:6]([N:8]([CH3:41])[CH2:9][CH2:10][N:11]([CH2:13][C:14]1[C:15]([C:25]2[CH2:30][CH2:29][N:28](C(OCC3C=CC=CC=3)=O)[CH2:27][CH:26]=2)=[N:16][N:17]([CH:19]2[CH2:24][CH2:23][CH2:22][CH2:21][O:20]2)[CH:18]=1)[CH3:12])=[O:7])([CH3:4])([CH3:3])[CH3:2].[H][H]. (4) Given the product [OH:38][CH2:25][CH2:26][NH:27][C:30]([NH:1][C:2]1[S:3][C:4]2[C:10]([C:11]3[CH:16]=[CH:15][CH:14]=[CH:13][N:12]=3)=[CH:9][C:8]([O:17][S:18]([C:21]([F:23])([F:22])[F:24])(=[O:20])=[O:19])=[CH:7][C:5]=2[N:6]=1)=[O:31], predict the reactants needed to synthesize it. The reactants are: [NH2:1][C:2]1[S:3][C:4]2[C:10]([C:11]3[CH:16]=[CH:15][CH:14]=[CH:13][N:12]=3)=[CH:9][C:8]([O:17][S:18]([C:21]([F:24])([F:23])[F:22])(=[O:20])=[O:19])=[CH:7][C:5]=2[N:6]=1.[CH:25]1N=C[N:27]([C:30](N2C=NC=C2)=[O:31])[CH:26]=1.C(CN)[OH:38]. (5) Given the product [CH:1]1([C:7]2[C:16]3[C:11](=[CH:12][CH:13]=[CH:14][CH:15]=3)[N:10]=[C:9]([NH:17][C:18]3[CH:19]=[CH:20][C:21]([C:22]([NH:63][C:62]4[C:64]([CH3:68])=[CH:65][CH:66]=[CH:67][C:61]=4[CH3:60])=[O:23])=[CH:25][CH:26]=3)[N:8]=2)[CH2:2][CH2:3][CH2:4][CH2:5][CH2:6]1, predict the reactants needed to synthesize it. The reactants are: [CH:1]1([C:7]2[C:16]3[C:11](=[CH:12][CH:13]=[CH:14][CH:15]=3)[N:10]=[C:9]([NH:17][C:18]3[CH:26]=[CH:25][C:21]([C:22](O)=[O:23])=[CH:20][CH:19]=3)[N:8]=2)[CH2:6][CH2:5][CH2:4][CH2:3][CH2:2]1.CN(C(ON1N=NC2C=CC=NC1=2)=[N+](C)C)C.F[P-](F)(F)(F)(F)F.CCN(C(C)C)C(C)C.[CH3:60][C:61]1[CH:67]=[CH:66][CH:65]=[C:64]([CH3:68])[C:62]=1[NH2:63]. (6) Given the product [Cl:17][C:18]1[CH:19]=[CH:20][C:21]2[CH:25]=[C:24]([S:26]([N:4]3[CH2:5][CH2:6][N:1]([CH2:7][C:8]#[N:9])[CH2:2][CH2:3]3)(=[O:28])=[O:27])[S:23][C:22]=2[CH:30]=1, predict the reactants needed to synthesize it. The reactants are: [N:1]1([CH2:7][C:8]#[N:9])[CH2:6][CH2:5][NH:4][CH2:3][CH2:2]1.CCN(CC)CC.[Cl:17][C:18]1[CH:19]=[CH:20][C:21]2[CH:25]=[C:24]([S:26](Cl)(=[O:28])=[O:27])[S:23][C:22]=2[CH:30]=1.